From a dataset of Forward reaction prediction with 1.9M reactions from USPTO patents (1976-2016). Predict the product of the given reaction. (1) Given the reactants [N+:1]([C:4]1[CH:10]=[CH:9][C:7]([NH2:8])=[CH:6][CH:5]=1)([O-:3])=[O:2].Cl[CH2:12][C:13]([OH:15])=[O:14], predict the reaction product. The product is: [N+:1]([C:4]1[CH:10]=[CH:9][C:7]([NH:8][CH2:12][C:13]([OH:15])=[O:14])=[CH:6][CH:5]=1)([O-:3])=[O:2]. (2) Given the reactants [F:1][C:2]([F:36])([F:35])[C:3]([C:26]1[CH:31]=[C:30]([Cl:32])[C:29]([Cl:33])=[C:28]([Cl:34])[CH:27]=1)=[CH:4][C:5]([C:7]1[CH:8]=[C:9]2[C:13](=[CH:14][CH:15]=1)[C:12]1([CH2:18][N:17]([C:19]([O:21][C:22]([CH3:25])([CH3:24])[CH3:23])=[O:20])[CH2:16]1)[O:11][CH2:10]2)=[O:6].[N+:37]([CH3:40])([O-:39])=[O:38].C1CCN2C(=NCCC2)CC1, predict the reaction product. The product is: [F:36][C:2]([F:1])([F:35])[C:3]([CH2:40][N+:37]([O-:39])=[O:38])([C:26]1[CH:27]=[C:28]([Cl:34])[C:29]([Cl:33])=[C:30]([Cl:32])[CH:31]=1)[CH2:4][C:5]([C:7]1[CH:8]=[C:9]2[C:13](=[CH:14][CH:15]=1)[C:12]1([CH2:16][N:17]([C:19]([O:21][C:22]([CH3:25])([CH3:24])[CH3:23])=[O:20])[CH2:18]1)[O:11][CH2:10]2)=[O:6]. (3) Given the reactants [F:1][C:2]1[CH:7]=[CH:6][C:5]([CH:8]([C:22]2[CH:27]=[CH:26][C:25]([F:28])=[CH:24][CH:23]=2)[CH2:9][CH2:10][CH2:11][N:12]2[CH2:21][CH2:20][C:15]3([O:19]CC[O:16]3)[CH2:14][CH2:13]2)=[CH:4][CH:3]=1, predict the reaction product. The product is: [F:1][C:2]1[CH:3]=[CH:4][C:5]([CH:8]([C:22]2[CH:23]=[CH:24][C:25]([F:28])=[CH:26][CH:27]=2)[CH2:9][CH2:10][CH2:11][N:12]2[CH2:21][CH2:20][C:15]([OH:19])([OH:16])[CH2:14][CH2:13]2)=[CH:6][CH:7]=1. (4) Given the reactants [NH2:1][C:2]1[C:7](/[CH:8]=[CH:9]/[C:10]([O:12][C:13]([CH3:16])([CH3:15])[CH3:14])=[O:11])=[CH:6][C:5]([Cl:17])=[CH:4][N:3]=1.[BH4-].[Na+].O, predict the reaction product. The product is: [NH2:1][C:2]1[C:7]([CH2:8][CH2:9][C:10]([O:12][C:13]([CH3:15])([CH3:14])[CH3:16])=[O:11])=[CH:6][C:5]([Cl:17])=[CH:4][N:3]=1. (5) Given the reactants [C:1]([NH:8][CH:9]([C:14]1[CH:19]=[CH:18][CH:17]=[CH:16][CH:15]=1)[C:10]([O:12][CH3:13])=[O:11])([O:3][C:4]([CH3:7])([CH3:6])[CH3:5])=[O:2].C(O)(=O)C.[H][H], predict the reaction product. The product is: [C:1]([NH:8][CH:9]([CH:14]1[CH2:19][CH2:18][CH2:17][CH2:16][CH2:15]1)[C:10]([O:12][CH3:13])=[O:11])([O:3][C:4]([CH3:6])([CH3:7])[CH3:5])=[O:2]. (6) The product is: [O:27]=[C:26]1[CH:12]([NH:11][C:9](=[O:10])[O:8][CH2:1][C:2]2[CH:3]=[CH:4][CH:5]=[CH:6][CH:7]=2)[CH2:18][C:19]2[C:24](=[CH:23][CH:22]=[C:21]([C:33]3[CH:38]=[CH:37][CH:36]=[CH:35][CH:34]=3)[N:20]=2)[NH:25]1. Given the reactants [CH2:1]([O:8][C:9]([NH:11][CH:12]([CH2:18][C:19]1[C:24]([NH:25][C:26](OC(C)(C)C)=[O:27])=[CH:23][CH:22]=[C:21]([C:33]2[CH:38]=[CH:37][CH:36]=[CH:35][CH:34]=2)[N:20]=1)C(OCC)=O)=[O:10])[C:2]1[CH:7]=[CH:6][CH:5]=[CH:4][CH:3]=1, predict the reaction product.